From a dataset of TCR-epitope binding with 47,182 pairs between 192 epitopes and 23,139 TCRs. Binary Classification. Given a T-cell receptor sequence (or CDR3 region) and an epitope sequence, predict whether binding occurs between them. (1) The epitope is TSDLATNNLVVMAY. The TCR CDR3 sequence is CASSVFDWASGRTGELFF. Result: 0 (the TCR does not bind to the epitope). (2) The epitope is RPHERNGFTVL. The TCR CDR3 sequence is CSARDPQGVTEAFF. Result: 1 (the TCR binds to the epitope).